From a dataset of Experimentally validated miRNA-target interactions with 360,000+ pairs, plus equal number of negative samples. Binary Classification. Given a miRNA mature sequence and a target amino acid sequence, predict their likelihood of interaction. (1) Result: 0 (no interaction). The miRNA is hsa-miR-27b-5p with sequence AGAGCUUAGCUGAUUGGUGAAC. The protein sequence of the target gene is MMAAGAAVALALWLLLPAVGVGEAGPPPIQDGEFTFLLPAGRKQCFYQSAPANASLETEYQVIGGAGLDVDFTLESPQGVLLVSESRKADGVHTVEPTEAGDYRLCFDNSFSTISEKLVFFELIFDSFQDEEEVEGWAEAVEPEEMLDVKMEDIKESIETMRTRLERSIQMLTLLRAFEARDRNLQEDNLERVNFWSAANVAVLLLVAVLQVCTLKRFFHDKRPVPT. (2) The miRNA is hsa-miR-3651 with sequence CAUAGCCCGGUCGCUGGUACAUGA. The protein sequence of the target gene is MESMFEDDISILTQEALGPSEVWLDSPGDPSLGGDMCSASHFALITAYGDIKERLGGLERENATLRRRLKVYEIKYPLISDFGEEHGFSLYEIKDGSLLEVEKVSLQQRLNQFQHELQKNKEQEEQLGEMIQAYEKLCVEKSDLETELREMRALVETHLRQICGLEQQLRQQQGLQDAAFSNLSPPPAPAPPCTDLDLHYLALRGGSGLSHAGWPGSTPSVSDLERRRLEEALEAAQGEARGAQLREEQLQAECERLQGELKQLQETRAQDLASNQSERDMAWVKRVGDDQVNLALAYTE.... Result: 0 (no interaction). (3) The miRNA is hsa-miR-4768-5p with sequence AUUCUCUCUGGAUCCCAUGGAU. The protein sequence of the target gene is MASSSGNDDDLTIPRAAINKMIKETLPNVRVANDARELVVNCCTEFIHLISSEANEICNKSEKKTISPEHVIQALESLGFGSYISEVKEVLQECKTVALKRRKASSRLENLGIPEEELLRQQQELFAKARQQQAELAQQEWLQMQQAAQQAQLAAASASASNQAGSSQDEEDDDDI. Result: 1 (interaction). (4) The miRNA is hsa-miR-181b-5p with sequence AACAUUCAUUGCUGUCGGUGGGU. The protein sequence of the target gene is MEQANPLRPDGESKGGVLAHLERLETQVSRSRKQSEELQSVQAQEGALGTKIHKLRRLRDELRAVVRHRRASVKACIANVEPNQTVEINEQEALEEKLENVKAILQAYHFTGLSGKLTSRGVCVCISTAFEGNLLDSYFVDLVIQKPLRIHHHSVPVFIPLEEIAAKYLQTNIQHFLFSLCEYLNAYSGRKYQADRLQSDFAALLTGPLQRNPLCNLLSFTYKLDPGGQSFPFCARLLYKDLTATLPTDVTVTCQGVEVLSTSWEEQRASHETLFCTKPLHQVFASFTRKGEKLDMSLVS.... Result: 1 (interaction). (5) The miRNA is mmu-miR-879-3p with sequence GCUUAUGGCUUCAAGCUUUCGG. The protein sequence of the target gene is MGNQVEKLTHLSYKEVPTADPTGVDRDDGPRIGVSYIFSNDDEDVEPQPPPQGPDGGGLPDGGDGPPPPQPQPYDPRLHEVECSVFYRDECIYQKSFAPGSAALSTYTPENLLNKCKPGDLVEFVSQAQYPHWAVYVGNFQVVHLHRLEVINSFLTDASQGRRGRVVNDLYRYKPLSSSAVVRNALAHVGAKERELSWRNSESFAAWCRYGKREFKIGGELRIGKQPYRLQIQLSAQRSHTLEFQSLEDLIMEKRRNDQIGRAAVLQELATHLHPAEPEEGDSNVARTTPPPGRPPAPSS.... Result: 0 (no interaction). (6) The miRNA is hsa-miR-2116-5p with sequence GGUUCUUAGCAUAGGAGGUCU. The protein sequence of the target gene is MERAAPSRRVPLPLLLLGGLALLAAGVDADVLLEACCADGHRMATHQKDCSLPYATESKECRMVQEQCCHSQLEELHCATGISLANEQDRCATPHGDNASLEATFVKRCCHCCLLGRAAQAQGQSCEYSLMVGYQCGQVFQACCVKSQETGDLDVGGLQETDKIIEVEEEQEDPYLNDRCRGGGPCKQQCRDTGDEVVCSCFVGYQLLSDGVSCEDVNECITGSHSCRLGESCINTVGSFRCQRDSSCGTGYELTEDNSCKDIDECESGIHNCLPDFICQNTLGSFRCRPKLQCKSGFIQ.... Result: 0 (no interaction). (7) The miRNA is hsa-miR-7154-5p with sequence UUCAUGAACUGGGUCUAGCUUGG. The protein sequence of the target gene is MSDQAPKVPEEMFREVKYYAVGDIDPQVIQLLKAGKAKEVSYNALASHIISEDGDNPEVGEAREVFDLPVVKPSWVILSVQCGTLLPVNGFSPESCQIFFGITACLSQVSSEDRSALWALVTFYGGDCQLTLNKKCTHLIVPEPKGEKYECALKRASIKIVTPDWVLDCVSEKTKKDEAFYHPRLIIYEEEEEEEEEEEEVENEEQDSQNEGSTDEKSSPASSQEGSPSGDQQFSPKSNTEKSKGELMFDDSSDSSPEKQERNLNWTPAEVPQLAAAKRRLPQGKEPGLINLCANVPPVP.... Result: 0 (no interaction).